From a dataset of Forward reaction prediction with 1.9M reactions from USPTO patents (1976-2016). Predict the product of the given reaction. (1) Given the reactants Br[C:2]1[C:10]2[C:5](=[N:6][CH:7]=[N:8][C:9]=2[NH:11][C:12]2[CH:13]=[C:14]3[C:18](=[CH:19][C:20]=2[F:21])[NH:17][N:16]=[CH:15]3)[NH:4][N:3]=1.[F:22][C:23]1[CH:28]=[CH:27][C:26](B(O)O)=[CH:25][CH:24]=1, predict the reaction product. The product is: [F:21][C:20]1[CH:19]=[C:18]2[C:14]([CH:15]=[N:16][NH:17]2)=[CH:13][C:12]=1[NH:11][C:9]1[N:8]=[CH:7][N:6]=[C:5]2[NH:4][N:3]=[C:2]([C:26]3[CH:27]=[CH:28][C:23]([F:22])=[CH:24][CH:25]=3)[C:10]=12. (2) Given the reactants Cl.[O:2]1[CH2:6][CH2:5][O:4][CH:3]1[CH2:7][CH2:8][CH2:9][CH2:10][O:11][C:12]1[CH:13]=[C:14]([C:18]([OH:35])([C:29]2[CH:34]=[CH:33][CH:32]=[CH:31][CH:30]=2)[C:19]([O:21][CH2:22][CH:23]2[CH2:28][CH2:27][NH:26][CH2:25][CH2:24]2)=[O:20])[CH:15]=[CH:16][CH:17]=1.C(N(CC)CC)C.[CH:43](=O)[C:44]1[CH:49]=[CH:48][CH:47]=[CH:46][CH:45]=1.C(O[BH-](OC(=O)C)OC(=O)C)(=O)C.[Na+].C(O)(=O)C, predict the reaction product. The product is: [O:2]1[CH2:6][CH2:5][O:4][CH:3]1[CH2:7][CH2:8][CH2:9][CH2:10][O:11][C:12]1[CH:13]=[C:14]([C:18]([OH:35])([C:29]2[CH:30]=[CH:31][CH:32]=[CH:33][CH:34]=2)[C:19]([O:21][CH2:22][CH:23]2[CH2:28][CH2:27][N:26]([CH2:43][C:44]3[CH:49]=[CH:48][CH:47]=[CH:46][CH:45]=3)[CH2:25][CH2:24]2)=[O:20])[CH:15]=[CH:16][CH:17]=1. (3) Given the reactants CO[C:3]([C:5]1[S:9][N:8]=[C:7]([O:10][CH2:11][C:12]2[C:13]([C:18]3[CH:23]=[CH:22][C:21]([F:24])=[CH:20][N:19]=3)=[N:14][O:15][C:16]=2[CH3:17])[CH:6]=1)=[O:4].[NH2:25][CH:26]1[CH2:30][CH2:29][O:28][CH2:27]1, predict the reaction product. The product is: [CH:13]([NH2:14])([CH3:18])[CH3:12].[O:28]1[CH2:29][CH2:30][CH:26]([NH:25][C:3]([C:5]2[S:9][N:8]=[C:7]([O:10][CH2:11][C:12]3[C:13]([C:18]4[CH:23]=[CH:22][C:21]([F:24])=[CH:20][N:19]=4)=[N:14][O:15][C:16]=3[CH3:17])[CH:6]=2)=[O:4])[CH2:27]1. (4) The product is: [F:18][C:13]1[CH:14]=[CH:15][CH:16]=[CH:17][C:12]=1[C:7]1[N:6]=[C:5]([N:19]2[C:27]3[CH:26]=[CH:25][N:24]=[CH:23][C:22]=3[CH:21]=[CH:20]2)[C:4]2[C:9](=[CH:10][CH:11]=[C:2]([C:35]3[CH:36]=[C:37]([CH:38]=[CH:39][CH:40]=3)[C:41]([NH2:43])=[O:42])[CH:3]=2)[N:8]=1. Given the reactants Br[C:2]1[CH:3]=[C:4]2[C:9](=[CH:10][CH:11]=1)[N:8]=[C:7]([C:12]1[CH:17]=[CH:16][CH:15]=[CH:14][C:13]=1[F:18])[N:6]=[C:5]2[N:19]1[C:27]2[CH:26]=[CH:25][N:24]=[CH:23][C:22]=2[CH:21]=[CH:20]1.C(=O)([O-])[O-].[Na+].[Na+].B(O)(O)[C:35]1[CH:40]=[CH:39][CH:38]=[C:37]([C:41]([NH2:43])=[O:42])[CH:36]=1, predict the reaction product. (5) The product is: [Br:18][CH2:8][C:5]1[CH:6]=[CH:7][C:2]([Cl:1])=[C:3]([O:9][CH3:10])[CH:4]=1. Given the reactants [Cl:1][C:2]1[CH:7]=[CH:6][C:5]([CH3:8])=[CH:4][C:3]=1[O:9][CH3:10].C1C(=O)N([Br:18])C(=O)C1, predict the reaction product. (6) Given the reactants Br[C:2]1[C:3]([C:20]#[N:21])=[N:4][C:5]([C:8]([N:10]2[CH2:16][CH2:15][CH2:14][N:13]([CH:17]3[CH2:19][CH2:18]3)[CH2:12][CH2:11]2)=[O:9])=[CH:6][CH:7]=1.[OH:22][CH:23]1[CH2:27][CH2:26][O:25][CH2:24]1.C([O-])([O-])=O.[Cs+].[Cs+], predict the reaction product. The product is: [CH:17]1([N:13]2[CH2:14][CH2:15][CH2:16][N:10]([C:8]([C:5]3[N:4]=[C:3]([C:20]#[N:21])[C:2]([O:22][CH:23]4[CH2:27][CH2:26][O:25][CH2:24]4)=[CH:7][CH:6]=3)=[O:9])[CH2:11][CH2:12]2)[CH2:19][CH2:18]1. (7) Given the reactants N[C:2]1[CH:7]=[C:6]([F:8])[C:5]([N:9]2[CH2:14][CH2:13][N:12]([C:15](=[O:17])[CH3:16])[CH2:11][CH2:10]2)=[C:4]([F:18])[CH:3]=1.N([O-])=[O:20].[Na+].C(=O)([O-])[O-].[Na+].[Na+], predict the reaction product. The product is: [F:8][C:6]1[CH:7]=[C:2]([OH:20])[CH:3]=[C:4]([F:18])[C:5]=1[N:9]1[CH2:14][CH2:13][N:12]([C:15](=[O:17])[CH3:16])[CH2:11][CH2:10]1. (8) Given the reactants [Cl:1][C:2]1[CH:7]=[CH:6][C:5]([C:8]([N:16]2[C:24]3[C:19](=[C:20]([NH:25][C:26](=[O:32])[O:27][C:28]([CH3:31])([CH3:30])[CH3:29])[CH:21]=[CH:22][CH:23]=3)[CH:18]=[N:17]2)([CH2:11][C:12]([F:15])([F:14])[F:13])[CH:9]=O)=[CH:4][CH:3]=1.[C:33]([O-])([O-])=O.[K+].[K+].[N+](=C(P(=O)(OC)OC)C(=O)C)=[N-], predict the reaction product. The product is: [Cl:1][C:2]1[CH:3]=[CH:4][C:5]([C:8]([N:16]2[C:24]3[C:19](=[C:20]([NH:25][C:26](=[O:32])[O:27][C:28]([CH3:30])([CH3:31])[CH3:29])[CH:21]=[CH:22][CH:23]=3)[CH:18]=[N:17]2)([CH2:11][C:12]([F:13])([F:14])[F:15])[C:9]#[CH:33])=[CH:6][CH:7]=1. (9) Given the reactants [OH:1][C:2]1[CH:3]=[CH:4][C:5]2[O:9][C:8](=[O:10])[NH:7][C:6]=2[CH:11]=1.[Si:12](Cl)([C:15]([CH3:18])([CH3:17])[CH3:16])([CH3:14])[CH3:13].N1C=CN=C1.O, predict the reaction product. The product is: [Si:12]([O:1][C:2]1[CH:3]=[CH:4][C:5]2[O:9][C:8](=[O:10])[NH:7][C:6]=2[CH:11]=1)([C:15]([CH3:18])([CH3:17])[CH3:16])([CH3:14])[CH3:13].